Dataset: Peptide-MHC class I binding affinity with 185,985 pairs from IEDB/IMGT. Task: Regression. Given a peptide amino acid sequence and an MHC pseudo amino acid sequence, predict their binding affinity value. This is MHC class I binding data. The peptide sequence is WPALNLFSV. The MHC is H-2-Db with pseudo-sequence H-2-Db. The binding affinity (normalized) is 0.0829.